From a dataset of Full USPTO retrosynthesis dataset with 1.9M reactions from patents (1976-2016). Predict the reactants needed to synthesize the given product. (1) Given the product [Br:13][CH2:10][C:9]([C:6]1[CH:7]=[CH:8][C:3]([CH2:1][CH3:2])=[C:4]([F:12])[CH:5]=1)=[O:11], predict the reactants needed to synthesize it. The reactants are: [CH2:1]([C:3]1[CH:8]=[CH:7][C:6]([C:9](=[O:11])[CH3:10])=[CH:5][C:4]=1[F:12])[CH3:2].[Br:13]Br. (2) The reactants are: C([Si](C)(C)[O:6][CH2:7][CH2:8][C:9]1([CH2:31][CH2:32][CH3:33])[C:14]2[NH:15][C:16]3[C:21]([C:13]=2[CH2:12][CH2:11][O:10]1)=[C:20]([C:22]([N:24]1[CH2:29][CH2:28][O:27][CH2:26][CH2:25]1)=[O:23])[CH:19]=[CH:18][C:17]=3[F:30])(C)(C)C.CCCC[N+](CCCC)(CCCC)CCCC.[F-]. Given the product [F:30][C:17]1[CH:18]=[CH:19][C:20]([C:22]([N:24]2[CH2:25][CH2:26][O:27][CH2:28][CH2:29]2)=[O:23])=[C:21]2[C:16]=1[NH:15][C:14]1[C:9]([CH2:8][CH2:7][OH:6])([CH2:31][CH2:32][CH3:33])[O:10][CH2:11][CH2:12][C:13]2=1, predict the reactants needed to synthesize it.